This data is from Peptide-MHC class I binding affinity with 185,985 pairs from IEDB/IMGT. The task is: Regression. Given a peptide amino acid sequence and an MHC pseudo amino acid sequence, predict their binding affinity value. This is MHC class I binding data. (1) The peptide sequence is STDHIPILY. The MHC is HLA-A03:01 with pseudo-sequence HLA-A03:01. The binding affinity (normalized) is 0.255. (2) The peptide sequence is KSTSPTRTWK. The MHC is HLA-A31:01 with pseudo-sequence HLA-A31:01. The binding affinity (normalized) is 0.573. (3) The peptide sequence is AERGPGQMLG. The MHC is HLA-B45:01 with pseudo-sequence HLA-B45:01. The binding affinity (normalized) is 0.666. (4) The peptide sequence is SCMVNHSTYY. The MHC is HLA-A68:01 with pseudo-sequence HLA-A68:01. The binding affinity (normalized) is 0.105. (5) The peptide sequence is RPWMLDKYF. The MHC is HLA-B44:02 with pseudo-sequence HLA-B44:02. The binding affinity (normalized) is 0.0847. (6) The peptide sequence is THLEVCFMY. The MHC is HLA-B46:01 with pseudo-sequence HLA-B46:01. The binding affinity (normalized) is 0.0847.